From a dataset of Full USPTO retrosynthesis dataset with 1.9M reactions from patents (1976-2016). Predict the reactants needed to synthesize the given product. (1) Given the product [CH3:15][O:14][C:11]1[C:10]([O:16][CH2:17][CH2:18][O:19][CH3:20])=[CH:9][C:8]2[N:7]=[CH:6][C:5]3[C:4]([C:13]=2[CH:12]=1)=[CH:3][C:1]([N:23]1[CH2:28][CH2:27][O:26][CH2:25][CH2:24]1)=[N:2][C:21]=3[NH2:22], predict the reactants needed to synthesize it. The reactants are: [C:1]([CH2:3][C:4]1[C:13]2[C:8](=[CH:9][C:10]([O:16][CH2:17][CH2:18][O:19][CH3:20])=[C:11]([O:14][CH3:15])[CH:12]=2)[N:7]=[CH:6][C:5]=1[C:21]#[N:22])#[N:2].[NH:23]1[CH2:28][CH2:27][O:26][CH2:25][CH2:24]1.FC(F)(F)S([O-])(=O)=O.[La+3].FC(F)(F)S([O-])(=O)=O.FC(F)(F)S([O-])(=O)=O.O. (2) Given the product [Cl:22][C:23]1[C:28]2[CH2:29][O:30][C:31](=[C:5]3[C:4]4[C:8](=[CH:9][CH:10]=[C:2]([F:1])[CH:3]=4)[NH:7][C:6]3=[O:11])[C:27]=2[CH:26]=[CH:25][N:24]=1, predict the reactants needed to synthesize it. The reactants are: [F:1][C:2]1[CH:3]=[C:4]2[C:8](=[CH:9][CH:10]=1)[NH:7][C:6](=[O:11])[CH2:5]2.C[Si]([N-][Si](C)(C)C)(C)C.[Li+].[Cl:22][C:23]1[C:28]2[CH2:29][O:30][C:31](=O)[C:27]=2[CH:26]=[CH:25][N:24]=1.Cl. (3) Given the product [C:1]([C:3]1[CH:4]=[CH:5][C:6]([CH2:7][NH:8][C:9](=[O:21])[CH:10]([C:13]2[CH:18]=[CH:17][C:16]([O:19][CH2:30][CH2:29][C:28]3[CH:32]=[CH:33][C:25]([F:24])=[CH:26][CH:27]=3)=[CH:15][C:14]=2[F:20])[O:11][CH3:12])=[CH:22][CH:23]=1)#[N:2], predict the reactants needed to synthesize it. The reactants are: [C:1]([C:3]1[CH:23]=[CH:22][C:6]([CH2:7][NH:8][C:9](=[O:21])[CH:10]([C:13]2[CH:18]=[CH:17][C:16]([OH:19])=[CH:15][C:14]=2[F:20])[O:11][CH3:12])=[CH:5][CH:4]=1)#[N:2].[F:24][C:25]1[CH:33]=[CH:32][C:28]([CH2:29][CH2:30]O)=[CH:27][CH:26]=1.N(C(OCC)=O)=NC(OCC)=O.C1(P(C2C=CC=CC=2)C2C=CC=CC=2)C=CC=CC=1. (4) Given the product [N+:35]([C:32]1[CH:33]=[CH:34][C:29]([O:28][CH2:27][CH2:26][N:11]2[CH2:12][CH2:13][N:8]([C:14]3[C:18]4[CH:19]=[CH:20][CH:21]=[CH:22][C:17]=4[S:16][N:15]=3)[CH2:9][CH2:10]2)=[CH:30][CH:31]=1)([O-:37])=[O:36], predict the reactants needed to synthesize it. The reactants are: C(=O)([O-])[O-].[K+].[K+].Cl.[N:8]1([C:14]2[C:18]3[CH:19]=[CH:20][CH:21]=[CH:22][C:17]=3[S:16][N:15]=2)[CH2:13][CH2:12][NH:11][CH2:10][CH2:9]1.[I-].[K+].Cl[CH2:26][CH2:27][O:28][C:29]1[CH:34]=[CH:33][C:32]([N+:35]([O-:37])=[O:36])=[CH:31][CH:30]=1. (5) The reactants are: [F:1][C:2]1[CH:10]=[CH:9][C:8]([F:11])=[CH:7][C:3]=1[C:4](Cl)=[O:5].Cl.[CH3:13][O:14][NH2:15].C(N(CC)CC)C. Given the product [F:1][C:2]1[CH:10]=[CH:9][C:8]([F:11])=[CH:7][C:3]=1[C:4]([NH:15][O:14][CH3:13])=[O:5], predict the reactants needed to synthesize it.